Task: Predict the product of the given reaction.. Dataset: Forward reaction prediction with 1.9M reactions from USPTO patents (1976-2016) (1) Given the reactants [F:1][C:2]1[C:3]([NH:9][CH2:10][C:11]2[CH:16]=[CH:15][CH:14]=[CH:13][C:12]=2[F:17])=[N:4][C:5]([OH:8])=[N:6][CH:7]=1.[N:18]([C:21]1[CH:26]=[CH:25][CH:24]=[CH:23][CH:22]=1)=[C:19]=[O:20], predict the reaction product. The product is: [F:1][C:2]1[C:3]([NH:9][CH2:10][C:11]2[CH:16]=[CH:15][CH:14]=[CH:13][C:12]=2[F:17])=[N:4][C:5](=[O:8])[N:6]([C:19]([NH:18][C:21]2[CH:26]=[CH:25][CH:24]=[CH:23][CH:22]=2)=[O:20])[CH:7]=1. (2) Given the reactants [CH2:1]([O:4][CH2:5][CH2:6][C:7]1[CH:61]=[CH:60][C:10]([CH2:11][C:12]2[CH:13]=[C:14]([C@@:19]3(OC)[C@H:24]([O:25][CH2:26][C:27]4[CH:32]=[CH:31][CH:30]=[CH:29][CH:28]=4)[C@@H:23]([O:33][CH2:34][C:35]4[CH:40]=[CH:39][CH:38]=[CH:37][CH:36]=4)[C@H:22]([O:41][CH2:42][C:43]4[CH:48]=[CH:47][CH:46]=[CH:45][CH:44]=4)[C@@H:21]([CH2:49][O:50][CH2:51][C:52]4[CH:57]=[CH:56][CH:55]=[CH:54][CH:53]=4)[O:20]3)[CH:15]=[CH:16][C:17]=2[Cl:18])=[CH:9][CH:8]=1)[CH:2]=[CH2:3].C([SiH](CC)CC)C.B(F)(F)F.O, predict the reaction product. The product is: [CH2:1]([O:4][CH2:5][CH2:6][C:7]1[CH:8]=[CH:9][C:10]([CH2:11][C:12]2[CH:13]=[C:14]([C@H:19]3[C@H:24]([O:25][CH2:26][C:27]4[CH:32]=[CH:31][CH:30]=[CH:29][CH:28]=4)[C@@H:23]([O:33][CH2:34][C:35]4[CH:36]=[CH:37][CH:38]=[CH:39][CH:40]=4)[C@H:22]([O:41][CH2:42][C:43]4[CH:44]=[CH:45][CH:46]=[CH:47][CH:48]=4)[C@@H:21]([CH2:49][O:50][CH2:51][C:52]4[CH:57]=[CH:56][CH:55]=[CH:54][CH:53]=4)[O:20]3)[CH:15]=[CH:16][C:17]=2[Cl:18])=[CH:60][CH:61]=1)[CH:2]=[CH2:3]. (3) Given the reactants [CH2:1]([O:3][C:4](=[O:27])[CH2:5][CH:6]([N:13]1[C:21]2[C:16](=[CH:17][C:18]([O:22][CH2:23][CH2:24][O:25][NH2:26])=[CH:19][CH:20]=2)[CH:15]=[CH:14]1)[C:7]1[CH:12]=[CH:11][CH:10]=[CH:9][CH:8]=1)[CH3:2].Br.CC1C([C:35]2[NH:36][CH2:37][CH2:38][N:39]=2)=C(C)NN=1, predict the reaction product. The product is: [CH2:1]([O:3][C:4](=[O:27])[CH2:5][CH:6]([N:13]1[C:21]2[C:16](=[CH:17][C:18]([O:22][CH2:23][CH2:24][O:25][NH:26][C:35]3[NH:39][CH2:38][CH2:37][N:36]=3)=[CH:19][CH:20]=2)[CH:15]=[CH:14]1)[C:7]1[CH:12]=[CH:11][CH:10]=[CH:9][CH:8]=1)[CH3:2]. (4) Given the reactants Br[C:2]1[CH:3]=[CH:4][C:5]([F:36])=[C:6]([CH:35]=1)[CH2:7][N:8]1[C:12]2[CH:13]=[C:14]([O:17][CH2:18][C:19]3[CH:24]=[CH:23][C:22]([CH3:25])=[CH:21][N:20]=3)[CH:15]=[CH:16][C:11]=2[N:10]=[C:9]1[C@H:26]1[CH2:31][CH2:30][CH2:29][CH2:28][C@H:27]1[C:32]([OH:34])=[O:33].[F:37][C:38]1([F:44])[CH2:43][CH2:42][NH:41][CH2:40][CH2:39]1, predict the reaction product. The product is: [F:37][C:38]1([F:44])[CH2:43][CH2:42][N:41]([C:2]2[CH:3]=[CH:4][C:5]([F:36])=[C:6]([CH:35]=2)[CH2:7][N:8]2[C:12]3[CH:13]=[C:14]([O:17][CH2:18][C:19]4[CH:24]=[CH:23][C:22]([CH3:25])=[CH:21][N:20]=4)[CH:15]=[CH:16][C:11]=3[N:10]=[C:9]2[C@H:26]2[CH2:31][CH2:30][CH2:29][CH2:28][C@H:27]2[C:32]([OH:34])=[O:33])[CH2:40][CH2:39]1.